From a dataset of Catalyst prediction with 721,799 reactions and 888 catalyst types from USPTO. Predict which catalyst facilitates the given reaction. (1) Reactant: CN(C(ON1N=NC2C=CC=NC1=2)=[N+](C)C)C.F[P-](F)(F)(F)(F)F.C(N(CC)C(C)C)(C)C.[CH2:34]([O:41][C:42]([NH:44][CH2:45][CH2:46][CH2:47][C@@H:48]([C:57]([OH:59])=O)[NH:49][C:50]([O:52][C:53]([CH3:56])([CH3:55])[CH3:54])=[O:51])=[O:43])[C:35]1[CH:40]=[CH:39][CH:38]=[CH:37][CH:36]=1.[CH2:60]([O:67][C:68](=[O:76])[NH:69][CH2:70][CH2:71][NH:72][CH2:73][CH2:74][OH:75])[C:61]1[CH:66]=[CH:65][CH:64]=[CH:63][CH:62]=1. Product: [CH2:60]([O:67][C:68](=[O:76])[NH:69][CH2:70][CH2:71][N:72]([C:57](=[O:59])[C@@H:48]([NH:49][C:50]([O:52][C:53]([CH3:54])([CH3:55])[CH3:56])=[O:51])[CH2:47][CH2:46][CH2:45][NH:44][C:42]([O:41][CH2:34][C:35]1[CH:36]=[CH:37][CH:38]=[CH:39][CH:40]=1)=[O:43])[CH2:73][CH2:74][OH:75])[C:61]1[CH:62]=[CH:63][CH:64]=[CH:65][CH:66]=1. The catalyst class is: 3. (2) Reactant: N(C(OC(C)C)=O)=NC(OC(C)C)=O.[C:15]([N:34]1[CH:38]=[CH:37][N:36]=[C:35]1[CH2:39][CH2:40][OH:41])([C:28]1[CH:33]=[CH:32][CH:31]=[CH:30][CH:29]=1)([C:22]1[CH:27]=[CH:26][CH:25]=[CH:24][CH:23]=1)[C:16]1[CH:21]=[CH:20][CH:19]=[CH:18][CH:17]=1.O[C:43]1[C:44]([I:53])=[N:45][CH:46]=[C:47]([CH:52]=1)[C:48]([O:50][CH3:51])=[O:49].C1(P(C2C=CC=CC=2)C2C=CC=CC=2)C=CC=CC=1.O1CCCC1. Product: [I:53][C:44]1[C:43]([O:41][CH2:40][CH2:39][C:35]2[N:34]([C:15]([C:28]3[CH:29]=[CH:30][CH:31]=[CH:32][CH:33]=3)([C:22]3[CH:23]=[CH:24][CH:25]=[CH:26][CH:27]=3)[C:16]3[CH:21]=[CH:20][CH:19]=[CH:18][CH:17]=3)[CH:38]=[CH:37][N:36]=2)=[CH:52][C:47]([C:48]([O:50][CH3:51])=[O:49])=[CH:46][N:45]=1. The catalyst class is: 6.